This data is from Full USPTO retrosynthesis dataset with 1.9M reactions from patents (1976-2016). The task is: Predict the reactants needed to synthesize the given product. (1) Given the product [C:19]([O:18][C:16]([NH:1][CH2:2][C@@H:3]1[CH2:4][CH2:5][C@H:6]([C:9]([O:11][CH2:12][CH2:13][CH2:14][CH3:15])=[O:10])[CH2:7][CH2:8]1)=[O:17])([CH3:22])([CH3:21])[CH3:20], predict the reactants needed to synthesize it. The reactants are: [NH2:1][CH2:2][C@@H:3]1[CH2:8][CH2:7][C@H:6]([C:9]([O:11][CH2:12][CH2:13][CH2:14][CH3:15])=[O:10])[CH2:5][CH2:4]1.[C:16](O[C:16]([O:18][C:19]([CH3:22])([CH3:21])[CH3:20])=[O:17])([O:18][C:19]([CH3:22])([CH3:21])[CH3:20])=[O:17]. (2) Given the product [CH2:26]([CH:23]1[CH2:22][CH2:21][CH:20]([CH:17]2[CH2:18][CH2:19][CH:14]([CH2:13][CH2:12][O:11][CH:10]([CH2:29][OH:30])[CH2:9][OH:8])[CH2:15][CH2:16]2)[CH2:25][CH2:24]1)[CH2:27][CH3:28], predict the reactants needed to synthesize it. The reactants are: C([O:8][CH2:9][CH:10]([CH2:29][O:30]CC1C=CC=CC=1)[O:11][CH2:12][CH2:13][CH:14]1[CH2:19][CH2:18][CH:17]([CH:20]2[CH2:25][CH2:24][CH:23]([CH2:26][CH2:27][CH3:28])[CH2:22][CH2:21]2)[CH2:16][CH2:15]1)C1C=CC=CC=1. (3) Given the product [Cl:21][C:18]1[CH:17]=[C:13]2[C:14]([O:16][C:4](=[O:5])[NH:11][C:12]2=[CH:20][CH:19]=1)=[O:15], predict the reactants needed to synthesize it. The reactants are: NC1C=CC=CC=1[C:4](O)=[O:5].[NH2:11][C:12]1[CH:20]=[CH:19][C:18]([Cl:21])=[CH:17][C:13]=1[C:14]([OH:16])=[O:15].ClC(Cl)(OC(=O)OC(Cl)(Cl)Cl)Cl. (4) Given the product [S:20]1[C:21]2[CH:27]=[CH:26][CH:25]=[CH:24][C:22]=2[N:23]=[C:19]1[NH:1][C@H:2]([C:11]([O:13][C:14]([CH3:17])([CH3:16])[CH3:15])=[O:12])[CH2:3][C:4]1[CH:9]=[CH:8][C:7]([OH:10])=[CH:6][CH:5]=1, predict the reactants needed to synthesize it. The reactants are: [NH2:1][C@H:2]([C:11]([O:13][C:14]([CH3:17])([CH3:16])[CH3:15])=[O:12])[CH2:3][C:4]1[CH:9]=[CH:8][C:7]([OH:10])=[CH:6][CH:5]=1.F[C:19]1[S:20][C:21]2[CH:27]=[CH:26][CH:25]=[CH:24][C:22]=2[N:23]=1. (5) Given the product [C:1]([C:3]1[S:4][C:5]([N:8]=[C:20]2[S:21][CH2:22][C:17]3([CH2:14][CH2:15][CH2:16][CH2:12]3)[NH:18]2)=[CH:6][CH:7]=1)#[N:2], predict the reactants needed to synthesize it. The reactants are: [C:1]([C:3]1[S:4][C:5]([N+:8]([O-])=O)=[CH:6][CH:7]=1)#[N:2].N[C:12]1S[C:14]([C:17]#[N:18])=[CH:15][CH:16]=1.N[C:20]1[S:21][CH:22]=CC=1.OCCN.Cl.ClCC1(N)CCCC1.